From a dataset of Catalyst prediction with 721,799 reactions and 888 catalyst types from USPTO. Predict which catalyst facilitates the given reaction. (1) Reactant: [OH-].[K+].[CH3:3][O:4][C:5](=[O:17])[CH:6]([CH2:11][CH:12]1[O:16][CH2:15][CH2:14][O:13]1)[C:7]([O:9]C)=[O:8]. Product: [CH3:3][O:4][C:5](=[O:17])[CH:6]([CH2:11][CH:12]1[O:16][CH2:15][CH2:14][O:13]1)[C:7]([OH:9])=[O:8]. The catalyst class is: 5. (2) Reactant: Br[C:2]1[CH:7]=[CH:6][C:5]([CH2:8][C:9]([NH:11][C:12]2[CH:13]=[N:14][C:15]([O:22][CH2:23][CH2:24][N:25]([CH3:27])[CH3:26])=[C:16]([C:18]([F:21])([F:20])[F:19])[CH:17]=2)=[O:10])=[C:4]([F:28])[CH:3]=1.[CH3:29][C:30]1([CH3:46])[C:34]([CH3:36])([CH3:35])[O:33][B:32]([B:32]2[O:33][C:34]([CH3:36])([CH3:35])[C:30]([CH3:46])([CH3:29])[O:31]2)[O:31]1.C([O-])(=O)C.[K+]. Product: [CH3:26][N:25]([CH3:27])[CH2:24][CH2:23][O:22][C:15]1[N:14]=[CH:13][C:12]([NH:11][C:9](=[O:10])[CH2:8][C:5]2[CH:6]=[CH:7][C:2]([B:32]3[O:33][C:34]([CH3:36])([CH3:35])[C:30]([CH3:46])([CH3:29])[O:31]3)=[CH:3][C:4]=2[F:28])=[CH:17][C:16]=1[C:18]([F:21])([F:20])[F:19]. The catalyst class is: 75. (3) Product: [Br:9][C:5]1[S:1][CH:2]=[C:3]([C:6]([OH:8])=[O:7])[CH:4]=1. Reactant: [S:1]1[CH:5]=[CH:4][C:3]([C:6]([OH:8])=[O:7])=[CH:2]1.[Br:9]N1C(=O)CCC1=O.O. The catalyst class is: 9. (4) The catalyst class is: 2. Reactant: [CH3:1][CH:2]([OH:5])[CH2:3][CH3:4].N1C=CC=CC=1.[CH3:12][C:13]1[CH:18]=[CH:17][C:16]([S:19](Cl)(=[O:21])=[O:20])=[CH:15][CH:14]=1. Product: [CH3:12][C:13]1[CH:18]=[CH:17][C:16]([S:19]([O:5][CH:2]([CH2:3][CH3:4])[CH3:1])(=[O:21])=[O:20])=[CH:15][CH:14]=1. (5) Reactant: C([O:3][C:4]([C:6]1[N:10]([CH3:11])[N:9]=[CH:8][C:7]=1[C:12]1[CH:43]=[CH:42][C:15]([C:16]([N:18]([C@@H:29]2[CH2:34][CH2:33][CH2:32][N:31]([C:35]([O:37][C:38]([CH3:41])([CH3:40])[CH3:39])=[O:36])[CH2:30]2)[C:19]2[N:20]=[CH:21][CH:22]=[C:23]3[CH:27]=[CH:26][N:25]([CH3:28])[C:24]=23)=[O:17])=[CH:14][CH:13]=1)=[O:5])C.[OH-].[Na+]. Product: [C:38]([O:37][C:35]([N:31]1[CH2:32][CH2:33][CH2:34][C@@H:29]([N:18]([C:19]2[N:20]=[CH:21][CH:22]=[C:23]3[CH:27]=[CH:26][N:25]([CH3:28])[C:24]=23)[C:16]([C:15]2[CH:42]=[CH:43][C:12]([C:7]3[CH:8]=[N:9][N:10]([CH3:11])[C:6]=3[C:4]([OH:5])=[O:3])=[CH:13][CH:14]=2)=[O:17])[CH2:30]1)=[O:36])([CH3:41])([CH3:40])[CH3:39]. The catalyst class is: 5. (6) The catalyst class is: 10. Reactant: [Br:1][C:2]1[C:7]([N+:8]([O-:10])=[O:9])=[C:6]([NH:11][C:12](=[O:16])[O:13][CH2:14][CH3:15])[CH:5]=[C:4]([Br:17])[N:3]=1.C(N(CC)CC)C.Br[CH2:26][C:27]1[CH:41]=[CH:40][C:30]([CH2:31][P:32](=[O:39])([O:36][CH2:37][CH3:38])[O:33][CH2:34][CH3:35])=[CH:29][CH:28]=1. Product: [Br:1][C:2]1[C:7]([N+:8]([O-:10])=[O:9])=[C:6]([N:11]([CH2:26][C:27]2[CH:28]=[CH:29][C:30]([CH2:31][P:32]([O:36][CH2:37][CH3:38])([O:33][CH2:34][CH3:35])=[O:39])=[CH:40][CH:41]=2)[C:12](=[O:16])[O:13][CH2:14][CH3:15])[CH:5]=[C:4]([Br:17])[N:3]=1.